Dataset: Catalyst prediction with 721,799 reactions and 888 catalyst types from USPTO. Task: Predict which catalyst facilitates the given reaction. (1) Reactant: [CH2:1]([S:3]([NH:6][C@@H:7]1[CH2:12][CH2:11][CH2:10][CH2:9][C@H:8]1[C:13](OCC)=[O:14])(=[O:5])=[O:4])[CH3:2].[H-].[H-].[H-].[H-].[Li+].[Al+3].[Cl-].[Cl-].[Ca+2]. Product: [OH:14][CH2:13][C@@H:8]1[CH2:9][CH2:10][CH2:11][CH2:12][C@H:7]1[NH:6][S:3]([CH2:1][CH3:2])(=[O:5])=[O:4]. The catalyst class is: 1. (2) Reactant: [Br:1][C:2]1[N:7]=[C:6]([CH2:8][N:9](CC2C=CC(OC)=CC=2OC)[CH:10]=[O:11])[CH:5]=[CH:4][CH:3]=1.C1(OC)C=CC=CC=1. The catalyst class is: 106. Product: [Br:1][C:2]1[N:7]=[C:6]([CH2:8][NH:9][CH:10]=[O:11])[CH:5]=[CH:4][CH:3]=1. (3) Reactant: [C:1]([CH2:4]CC1NC=CC=1)([OH:3])=[O:2].C1(N=[C:18]=[N:19][CH:20]2[CH2:25][CH2:24][CH2:23]CC2)CCCCC1.ONC(=O)CCC(N)=O. Product: [C:1]([CH2:4][CH2:18][N:19]1[CH:20]=[CH:25][CH:24]=[CH:23]1)([OH:3])=[O:2]. The catalyst class is: 13. (4) Reactant: [C:1]([O:5][C:6]([NH:8][C@H:9]([C:17]([OH:19])=O)[CH2:10][CH:11]1[CH2:16][CH2:15][O:14][CH2:13][CH2:12]1)=[O:7])([CH3:4])([CH3:3])[CH3:2].CN(C(ON1N=NC2C=CC=NC1=2)=[N+](C)C)C.F[P-](F)(F)(F)(F)F.Cl.[CH3:45][O:46][C:47](=[O:50])[CH2:48][NH2:49].CCN(C(C)C)C(C)C. Product: [C:1]([O:5][C:6]([NH:8][C@H:9]([C:17]([NH:49][CH2:48][C:47]([O:46][CH3:45])=[O:50])=[O:19])[CH2:10][CH:11]1[CH2:12][CH2:13][O:14][CH2:15][CH2:16]1)=[O:7])([CH3:2])([CH3:3])[CH3:4]. The catalyst class is: 136.